Dataset: Buchwald-Hartwig C-N cross coupling reaction yields with 55,370 reactions. Task: Predict the reaction yield, written as a fraction of the theoretical maximum amount of product (1.0 means a 100% yield; for example, 0.34 means a 34% yield). (1) The reactants are CCc1ccc(Br)cc1.Cc1ccc(N)cc1.O=S(=O)(O[Pd]1c2ccccc2-c2ccccc2N~1)C(F)(F)F.CC(C)c1cc(C(C)C)c(-c2ccccc2P(C(C)(C)C)C(C)(C)C)c(C(C)C)c1.CN1CCCN2CCCN=C12.c1ccc(CN(Cc2ccccc2)c2ccno2)cc1. No catalyst specified. The product is CCc1ccc(Nc2ccc(C)cc2)cc1. The yield is 0.396. (2) The reactants are CCc1ccc(I)cc1.Cc1ccc(N)cc1.O=S(=O)(O[Pd]1c2ccccc2-c2ccccc2N~1)C(F)(F)F.COc1ccc(OC)c(P([C@]23C[C@H]4C[C@H](C[C@H](C4)C2)C3)[C@]23C[C@H]4C[C@H](C[C@H](C4)C2)C3)c1-c1c(C(C)C)cc(C(C)C)cc1C(C)C.CN1CCCN2CCCN=C12.Cc1ccno1. No catalyst specified. The product is CCc1ccc(Nc2ccc(C)cc2)cc1. The yield is 0.762. (3) The reactants are Brc1cccnc1.Cc1ccc(N)cc1.O=S(=O)(O[Pd]1c2ccccc2-c2ccccc2N~1)C(F)(F)F.COc1ccc(OC)c(P([C@]23C[C@H]4C[C@H](C[C@H](C4)C2)C3)[C@]23C[C@H]4C[C@H](C[C@H](C4)C2)C3)c1-c1c(C(C)C)cc(C(C)C)cc1C(C)C.CN(C)C(=NC(C)(C)C)N(C)C.Cc1cc(-c2ccccc2)on1. No catalyst specified. The product is Cc1ccc(Nc2cccnc2)cc1. The yield is 0.573. (4) The reactants are FC(F)(F)c1ccc(I)cc1.Cc1ccc(N)cc1.O=S(=O)(O[Pd]1c2ccccc2-c2ccccc2N~1)C(F)(F)F.COc1ccc(OC)c(P([C@]23C[C@H]4C[C@H](C[C@H](C4)C2)C3)[C@]23C[C@H]4C[C@H](C[C@H](C4)C2)C3)c1-c1c(C(C)C)cc(C(C)C)cc1C(C)C.CN1CCCN2CCCN=C12.c1ccc2oncc2c1. No catalyst specified. The product is Cc1ccc(Nc2ccc(C(F)(F)F)cc2)cc1. The yield is 0.471. (5) The reactants are COc1ccc(Br)cc1.Cc1ccc(N)cc1.O=S(=O)(O[Pd]1c2ccccc2-c2ccccc2N~1)C(F)(F)F.COc1ccc(OC)c(P(C(C)(C)C)C(C)(C)C)c1-c1c(C(C)C)cc(C(C)C)cc1C(C)C.CN1CCCN2CCCN=C12.Fc1cccc(F)c1-c1ccno1. No catalyst specified. The product is COc1ccc(Nc2ccc(C)cc2)cc1. The yield is 0.311. (6) The reactants are Brc1cccnc1.Cc1ccc(N)cc1.O=S(=O)(O[Pd]1c2ccccc2-c2ccccc2N~1)C(F)(F)F.COc1ccc(OC)c(P([C@]23C[C@H]4C[C@H](C[C@H](C4)C2)C3)[C@]23C[C@H]4C[C@H](C[C@H](C4)C2)C3)c1-c1c(C(C)C)cc(C(C)C)cc1C(C)C.CN1CCCN2CCCN=C12.c1ccc(-c2ccon2)cc1. No catalyst specified. The product is Cc1ccc(Nc2cccnc2)cc1. The yield is 0.951. (7) The reactants are Brc1ccccn1.Cc1ccc(N)cc1.O=S(=O)(O[Pd]1c2ccccc2-c2ccccc2N~1)C(F)(F)F.CC(C)c1cc(C(C)C)c(-c2ccccc2P(C(C)(C)C)C(C)(C)C)c(C(C)C)c1.CN(C)C(=NC(C)(C)C)N(C)C.c1ccc(CN(Cc2ccccc2)c2ccno2)cc1. No catalyst specified. The product is Cc1ccc(Nc2ccccn2)cc1. The yield is 0.512. (8) The reactants are Clc1ccccn1.Cc1ccc(N)cc1.O=S(=O)(O[Pd]1c2ccccc2-c2ccccc2N~1)C(F)(F)F.COc1ccc(OC)c(P([C@]23C[C@H]4C[C@H](C[C@H](C4)C2)C3)[C@]23C[C@H]4C[C@H](C[C@H](C4)C2)C3)c1-c1c(C(C)C)cc(C(C)C)cc1C(C)C.CCN=P(N=P(N(C)C)(N(C)C)N(C)C)(N(C)C)N(C)C.CCOC(=O)c1cnoc1C. No catalyst specified. The product is Cc1ccc(Nc2ccccn2)cc1. The yield is 0.156.